Predict the reactants needed to synthesize the given product. From a dataset of Full USPTO retrosynthesis dataset with 1.9M reactions from patents (1976-2016). (1) Given the product [F:1][C:2]([F:7])([F:6])[C:3](=[N:16][N:15]=[C:10]1[C:9]([Cl:8])=[CH:14][CH:13]=[CH:12][NH:11]1)[CH3:5], predict the reactants needed to synthesize it. The reactants are: [F:1][C:2]([F:7])([F:6])[C:3]([CH3:5])=O.[Cl:8][C:9]1[C:10](=[N:15][NH2:16])[NH:11][CH:12]=[CH:13][CH:14]=1. (2) Given the product [N:38]([CH2:2][C@@H:3]1[CH2:7][CH2:6][CH2:5][N:4]1[C:8]([C@@H:10]([CH2:19][CH:20]=[CH2:21])[CH2:11][C:12]([O:14][C:15]([CH3:18])([CH3:17])[CH3:16])=[O:13])=[O:9])=[N+:39]=[N-:40], predict the reactants needed to synthesize it. The reactants are: O[CH2:2][C@@H:3]1[CH2:7][CH2:6][CH2:5][N:4]1[C:8]([C@@H:10]([CH2:19][CH:20]=[CH2:21])[CH2:11][C:12]([O:14][C:15]([CH3:18])([CH3:17])[CH3:16])=[O:13])=[O:9].P([N:38]=[N+:39]=[N-:40])(=O)(OC1C=CC=CC=1)OC1C=CC=CC=1.C1CCN2C(=NCCC2)CC1. (3) Given the product [CH2:14]([N:12]1[CH2:13][CH:10]([CH2:9][CH2:8][C:6]2[CH:7]=[C:2]([F:1])[CH:3]=[CH:4][C:5]=2[S:21]([NH:22][C:23]2[C:32]([C:33]([O:35][CH3:36])=[O:34])=[C:31]3[C:26]([CH:27]4[CH2:37][CH:28]4[CH2:29][O:30]3)=[CH:25][CH:24]=2)(=[O:39])=[O:38])[CH2:11]1)[CH3:40], predict the reactants needed to synthesize it. The reactants are: [F:1][C:2]1[CH:3]=[CH:4][C:5]([S:21](=[O:39])(=[O:38])[NH:22][C:23]2[CH:24]=[CH:25][C:26]3[CH:27]4[CH2:37][CH:28]4[CH2:29][O:30][C:31]=3[C:32]=2[C:33]([O:35][CH3:36])=[O:34])=[C:6]([CH2:8][CH2:9][CH:10]2[CH2:13][N:12]([C:14](OC(C)(C)C)=O)[CH2:11]2)[CH:7]=1.[CH2:40](Cl)Cl. (4) Given the product [OH:1][CH2:2][CH:3]([C:6]1[CH:11]=[CH:10][CH:9]=[C:8]([O:12][C:13]2[CH:18]=[CH:17][CH:16]=[CH:15][CH:14]=2)[CH:7]=1)[C:4]#[N:5], predict the reactants needed to synthesize it. The reactants are: [O:1]=[CH:2][CH:3]([C:6]1[CH:11]=[CH:10][CH:9]=[C:8]([O:12][C:13]2[CH:18]=[CH:17][CH:16]=[CH:15][CH:14]=2)[CH:7]=1)[C:4]#[N:5].C([BH3-])#N.[Na+]. (5) The reactants are: [F:1][C:2]1[CH:3]=[C:4]([OH:8])[CH:5]=[CH:6][CH:7]=1.[CH3:9][O:10][CH2:11]Cl.CCN(C(C)C)C(C)C. Given the product [F:1][C:2]1[CH:7]=[CH:6][CH:5]=[C:4]([O:8][CH2:9][O:10][CH3:11])[CH:3]=1, predict the reactants needed to synthesize it. (6) Given the product [NH:28]1[C:24]([CH2:23][C:13]2[N:11]3[CH:12]=[C:7]([F:6])[CH:8]=[CH:9][C:10]3=[N:15][C:14]=2[C:16]2[CH:21]=[CH:20][C:19]([F:22])=[CH:18][CH:17]=2)=[N:25][CH:26]=[N:27]1, predict the reactants needed to synthesize it. The reactants are: C1COCC1.[F:6][C:7]1[CH:8]=[CH:9][C:10]2[N:11]([C:13]([CH2:23][C:24]3[N:28](C=C)[N:27]=[CH:26][N:25]=3)=[C:14]([C:16]3[CH:21]=[CH:20][C:19]([F:22])=[CH:18][CH:17]=3)[N:15]=2)[CH:12]=1.[BH4-].[Na+]. (7) Given the product [Cl:6][C:7]1[CH:12]=[CH:11][C:10]([CH:13]([CH3:15])[CH3:14])=[C:9]([B:19]([OH:20])[OH:18])[CH:8]=1, predict the reactants needed to synthesize it. The reactants are: C([Mg]Cl)(C)C.[Cl:6][C:7]1[CH:12]=[CH:11][C:10]([CH:13]([CH3:15])[CH3:14])=[C:9](I)[CH:8]=1.C[O:18][B:19](OC)[O:20]C.Cl.